From a dataset of Full USPTO retrosynthesis dataset with 1.9M reactions from patents (1976-2016). Predict the reactants needed to synthesize the given product. (1) Given the product [N:1]1[C:6]2[NH:7][CH:8]=[CH:9][C:5]=2[C:4]([N:10]2[CH2:14][CH2:13][C@@H:12]([N:15]([CH3:25])[C:16]3[CH:24]=[CH:23][C:19]([C:20]([NH:29][CH:26]4[CH2:28][CH2:27]4)=[O:21])=[CH:18][N:17]=3)[CH2:11]2)=[N:3][CH:2]=1, predict the reactants needed to synthesize it. The reactants are: [N:1]1[C:6]2[NH:7][CH:8]=[CH:9][C:5]=2[C:4]([N:10]2[CH2:14][CH2:13][C@@H:12]([N:15]([CH3:25])[C:16]3[CH:24]=[CH:23][C:19]([C:20](O)=[O:21])=[CH:18][N:17]=3)[CH2:11]2)=[N:3][CH:2]=1.[CH:26]1([NH2:29])[CH2:28][CH2:27]1.CCN(C(C)C)C(C)C.CN(C(ON1N=NC2C=CC=NC1=2)=[N+](C)C)C.F[P-](F)(F)(F)(F)F. (2) Given the product [C:32]([NH:36][CH2:20][C:18]1[CH:19]=[C:14]([NH:13][C:7]2[C:6]3[C:11](=[CH:12][C:3]([Cl:2])=[CH:4][CH:5]=3)[N:10]=[CH:9][CH:8]=2)[CH:15]=[CH:16][C:17]=1[N:22]1[CH2:23][CH2:24][O:25][CH2:26][CH2:27]1)([CH3:35])([CH3:34])[CH3:33], predict the reactants needed to synthesize it. The reactants are: Cl.[Cl:2][C:3]1[CH:12]=[C:11]2[C:6]([C:7]([NH:13][C:14]3[CH:15]=[CH:16][C:17]([N:22]4[CH2:27][CH2:26][O:25][CH2:24][CH2:23]4)=[C:18]([CH2:20]O)[CH:19]=3)=[CH:8][CH:9]=[N:10]2)=[CH:5][CH:4]=1.S(Cl)(Cl)=O.[C:32]([NH2:36])([CH3:35])([CH3:34])[CH3:33]. (3) Given the product [CH:1]1([NH:4][C:5]([C@H:7]2[CH2:11][CH2:10][CH2:9][N:8]2[C:12]2[CH:13]=[CH:14][C:15]([NH2:18])=[CH:16][CH:17]=2)=[O:6])[CH2:2][CH2:3]1, predict the reactants needed to synthesize it. The reactants are: [CH:1]1([NH:4][C:5]([C@H:7]2[CH2:11][CH2:10][CH2:9][N:8]2[C:12]2[CH:17]=[CH:16][C:15]([N+:18]([O-])=O)=[CH:14][CH:13]=2)=[O:6])[CH2:3][CH2:2]1.C([O-])=O.[NH4+]. (4) The reactants are: [Cl:1][C:2]1[CH:7]=[CH:6][C:5]([NH:8][C:9]([NH2:11])=[S:10])=[CH:4][C:3]=1[O:12][CH3:13].Br[CH2:15][C:16](=O)[C:17]([OH:19])=[O:18]. Given the product [Cl:1][C:2]1[CH:7]=[CH:6][C:5]([NH:8][C:9]2[S:10][CH:15]=[C:16]([C:17]([OH:19])=[O:18])[N:11]=2)=[CH:4][C:3]=1[O:12][CH3:13], predict the reactants needed to synthesize it. (5) Given the product [F:1][C:2]1[C:7]([C:8]2[CH:17]=[CH:16][C:15]3[C:10](=[CH:11][CH:12]=[C:13]([CH2:18][CH2:19][N:52]4[CH2:31][CH2:32][CH2:33][C@H:34]4[CH3:35])[CH:14]=3)[CH:9]=2)=[CH:6][CH:5]=[C:4]([F:25])[N:3]=1, predict the reactants needed to synthesize it. The reactants are: [F:1][C:2]1[C:7]([C:8]2[CH:9]=[C:10]3[C:15](=[CH:16][CH:17]=2)[CH:14]=[C:13]([CH2:18][CH2:19]OS(C)(=O)=O)[CH:12]=[CH:11]3)=[CH:6][CH:5]=[C:4]([F:25])[N:3]=1.CS(O[CH2:31][CH2:32][C:33]1C=CC2[C:35](=CC=C([C:35]3C=CC=[C:33]([C:32](=O)[CH3:31])[CH:34]=3)C=2)[CH:34]=1)(=O)=O.[NH3:52]. (6) Given the product [Cl:26][C:12]1[C:11]([N+:16]([O-:18])=[O:17])=[CH:10][C:9]([C:4]2[CH:5]=[CH:6][C:7]([Cl:8])=[C:2]([Cl:1])[CH:3]=2)=[CH:14][N:13]=1, predict the reactants needed to synthesize it. The reactants are: [Cl:1][C:2]1[CH:3]=[C:4]([C:9]2[CH:10]=[C:11]([N+:16]([O-:18])=[O:17])[C:12](O)=[N:13][CH:14]=2)[CH:5]=[CH:6][C:7]=1[Cl:8].C(=O)([O-])O.[Na+].P(Cl)(Cl)([Cl:26])=O.